Predict the reactants needed to synthesize the given product. From a dataset of Full USPTO retrosynthesis dataset with 1.9M reactions from patents (1976-2016). Given the product [Cl:31][C:25]1[CH:24]=[N:23][N:22]([C:17]2[CH:16]=[CH:15][C:14]([C:11]3[CH2:10][C:9]([C:4]4[CH:3]=[C:2]([Cl:1])[CH:7]=[C:6]([Cl:8])[CH:5]=4)([C:27]([F:28])([F:30])[F:29])[O:13][N:12]=3)=[CH:21][C:18]=2[C:19]#[N:20])[CH:26]=1, predict the reactants needed to synthesize it. The reactants are: [Cl:1][C:2]1[CH:3]=[C:4]([C:9]2([C:27]([F:30])([F:29])[F:28])[O:13][N:12]=[C:11]([C:14]3[CH:15]=[CH:16][C:17]([N:22]4[CH:26]=[CH:25][CH:24]=[N:23]4)=[C:18]([CH:21]=3)[C:19]#[N:20])[CH2:10]2)[CH:5]=[C:6]([Cl:8])[CH:7]=1.[Cl:31]N1C(=O)CCC1=O.O.C(OCC)(=O)C.